Dataset: Full USPTO retrosynthesis dataset with 1.9M reactions from patents (1976-2016). Task: Predict the reactants needed to synthesize the given product. (1) Given the product [Si:12]([O:23][C:20]1[C:19]([C:24]([F:25])([F:26])[F:27])=[CH:18][C:17]([I:16])=[CH:22][N:21]=1)([C:8]([CH3:11])([CH3:10])[CH3:9])([CH3:15])[CH3:14], predict the reactants needed to synthesize it. The reactants are: C(N(CC)CC)C.[C:8]([Si:12]([CH3:15])([CH3:14])Cl)([CH3:11])([CH3:10])[CH3:9].[I:16][C:17]1[CH:18]=[C:19]([C:24]([F:27])([F:26])[F:25])[C:20](=[O:23])[NH:21][CH:22]=1. (2) Given the product [Cl:20][C:21]1[CH:22]=[C:23]([N:27]2[CH2:32][CH2:31][N:30]([CH2:6][CH2:7][CH2:8][CH2:9][CH:10]3[C:18]4[C:13](=[CH:14][CH:15]=[CH:16][CH:17]=4)[NH:12][C:11]3=[O:19])[CH2:29][CH2:28]2)[CH:24]=[CH:25][CH:26]=1, predict the reactants needed to synthesize it. The reactants are: S(O[CH2:6][CH2:7][CH2:8][CH2:9][CH:10]1[C:18]2[C:13](=[CH:14][CH:15]=[CH:16][CH:17]=2)[NH:12][C:11]1=[O:19])(C)(=O)=O.[Cl:20][C:21]1[CH:22]=[C:23]([N:27]2[CH2:32][CH2:31][NH:30][CH2:29][CH2:28]2)[CH:24]=[CH:25][CH:26]=1. (3) Given the product [CH:25]1([CH2:30][CH2:31][C:32]([N:35]([CH2:15][C:16]2[CH:24]=[CH:23][C:19]([C:20]([NH:11][CH2:10][C:9]3[CH:12]=[CH:13][C:6]([CH2:1][CH2:2][CH2:3][CH2:4][CH3:5])=[CH:7][CH:8]=3)=[O:21])=[CH:18][CH:17]=2)[C:36]2[CH:37]=[CH:38][C:39]([C:44]([OH:45])=[O:43])=[C:40]([OH:41])[CH:48]=2)=[O:33])[CH2:29][CH2:28][CH2:27][CH2:26]1, predict the reactants needed to synthesize it. The reactants are: [CH2:1]([C:6]1[CH:13]=[CH:12][C:9]([CH2:10][NH2:11])=[CH:8][CH:7]=1)[CH2:2][CH2:3][CH2:4][CH3:5].Cl[CH2:15][C:16]1[CH:24]=[CH:23][C:19]([C:20](Cl)=[O:21])=[CH:18][CH:17]=1.[CH:25]1([CH2:30][CH2:31][C:32](Cl)=[O:33])[CH2:29][CH2:28][CH2:27][CH2:26]1.[NH2:35][C:36]1[CH:37]=[CH:38][C:39]2[C:44](=[O:45])[O:43]C(C)(C)[O:41][C:40]=2[CH:48]=1. (4) Given the product [CH3:1][O:2][C:3]([C:5]1[S:6][C:7]([Sn:32]([CH2:46][CH2:47][CH2:48][CH3:49])([CH2:50][CH2:51][CH2:52][CH3:53])[CH2:28][CH2:29][CH2:30][CH3:31])=[CH:8][C:9]=1[N:10]([C@H:20]1[CH2:25][CH2:24][C@H:23]([OH:26])[CH2:22][CH2:21]1)[C:11]([C@H:13]1[CH2:18][CH2:17][C@H:16]([CH3:19])[CH2:15][CH2:14]1)=[O:12])=[O:4], predict the reactants needed to synthesize it. The reactants are: [CH3:1][O:2][C:3]([C:5]1[S:6][C:7](Br)=[CH:8][C:9]=1[N:10]([C@H:20]1[CH2:25][CH2:24][C@H:23]([OH:26])[CH2:22][CH2:21]1)[C:11]([C@H:13]1[CH2:18][CH2:17][C@H:16]([CH3:19])[CH2:15][CH2:14]1)=[O:12])=[O:4].[CH2:28]([Sn:32]([CH2:50][CH2:51][CH2:52][CH3:53])([CH2:46][CH2:47][CH2:48][CH3:49])[Sn:32]([CH2:46][CH2:47][CH2:48][CH3:49])([CH2:50][CH2:51][CH2:52][CH3:53])[CH2:28][CH2:29][CH2:30][CH3:31])[CH2:29][CH2:30][CH3:31].